This data is from Catalyst prediction with 721,799 reactions and 888 catalyst types from USPTO. The task is: Predict which catalyst facilitates the given reaction. (1) Reactant: [BH4-].[Na+].[CH3:3][N:4]1[C:8]([CH:9]=[O:10])=[CH:7][N:6]=[C:5]1[CH3:11]. Product: [CH3:3][N:4]1[C:8]([CH2:9][OH:10])=[CH:7][N:6]=[C:5]1[CH3:11]. The catalyst class is: 5. (2) The catalyst class is: 1. Product: [CH:16]([C:12]1[CH:13]=[CH:14][CH:15]=[C:10]([CH:7]([CH3:9])[CH3:8])[C:11]=1[NH:19][CH:20]([C:22]1[CH:27]=[C:26]([CH3:28])[CH:25]=[C:24]([C:29]2[CH:34]=[CH:33][CH:32]=[CH:31][C:30]=2[O:35][CH3:36])[C:23]=1[OH:37])[CH3:21])([CH3:17])[CH3:18]. Reactant: [H-].[H-].[H-].[H-].[Li+].[Al+3].[CH:7]([C:10]1[CH:15]=[CH:14][CH:13]=[C:12]([CH:16]([CH3:18])[CH3:17])[C:11]=1/[N:19]=[C:20](/[C:22]1[CH:27]=[C:26]([CH3:28])[CH:25]=[C:24]([C:29]2[CH:34]=[CH:33][CH:32]=[CH:31][C:30]=2[O:35][CH3:36])[C:23]=1[OH:37])\[CH3:21])([CH3:9])[CH3:8].[O-]S([O-])(=O)=O.[Na+].[Na+]. (3) Reactant: [N:1]1([C:7]2[CH:12]=[CH:11][C:10]([NH:13][C:14]([C:16]3[CH2:21][CH2:20][CH2:19][CH2:18][C:17]=3[C:22]3[CH:27]=[CH:26][C:25]([C:28]([F:31])([F:30])[F:29])=[CH:24][CH:23]=3)=[O:15])=[CH:9][CH:8]=2)[CH2:6][CH2:5][NH:4][CH2:3][CH2:2]1.Br[CH2:33][C:34]([NH2:36])=[O:35].C(N(CC)CC)C. Product: [NH2:36][C:34](=[O:35])[CH2:33][N:4]1[CH2:5][CH2:6][N:1]([C:7]2[CH:8]=[CH:9][C:10]([NH:13][C:14]([C:16]3[CH2:21][CH2:20][CH2:19][CH2:18][C:17]=3[C:22]3[CH:23]=[CH:24][C:25]([C:28]([F:29])([F:31])[F:30])=[CH:26][CH:27]=3)=[O:15])=[CH:11][CH:12]=2)[CH2:2][CH2:3]1. The catalyst class is: 7. (4) Reactant: ClCCl.[C:4](=O)([O:32]C1C=CC([N+]([O-])=O)=CC=1)[O:5][CH2:6][C:7]1[C:8]([CH2:23][C:24]2[CH:29]=[C:28]([F:30])[CH:27]=[CH:26][C:25]=2[F:31])=[N:9][C:10]([S:13]([C:16]2[CH:21]=[CH:20][C:19]([Cl:22])=[CH:18][CH:17]=2)(=[O:15])=[O:14])=[CH:11][CH:12]=1.CN1CCOCC1.[CH2:50]([NH2:57])[C:51]1[CH:56]=[CH:55][CH:54]=[CH:53][CH:52]=1. Product: [CH2:50]([NH:57][C:4](=[O:32])[O:5][CH2:6][C:7]1[C:8]([CH2:23][C:24]2[CH:29]=[C:28]([F:30])[CH:27]=[CH:26][C:25]=2[F:31])=[N:9][C:10]([S:13]([C:16]2[CH:21]=[CH:20][C:19]([Cl:22])=[CH:18][CH:17]=2)(=[O:14])=[O:15])=[CH:11][CH:12]=1)[C:51]1[CH:56]=[CH:55][CH:54]=[CH:53][CH:52]=1. The catalyst class is: 81. (5) Reactant: C([Li])CCC.Br[C:7]1[CH:12]=[CH:11][C:10]([S:13]([N:16]2[CH2:20][CH2:19][CH2:18][CH2:17]2)(=[O:15])=[O:14])=[CH:9][CH:8]=1.[B:21](OC(C)C)([O:26]C(C)C)[O:22]C(C)C. Product: [N:16]1([S:13]([C:10]2[CH:11]=[CH:12][C:7]([B:21]([OH:26])[OH:22])=[CH:8][CH:9]=2)(=[O:15])=[O:14])[CH2:20][CH2:19][CH2:18][CH2:17]1. The catalyst class is: 7. (6) Reactant: [F:1][C:2]([F:18])([F:17])[CH2:3][NH:4][C:5]1[CH:12]=[CH:11][C:8]([C:9]#[N:10])=[C:7]([C:13]([F:16])([F:15])[F:14])[CH:6]=1.[H-].[Na+].Br[CH:22]([CH2:28][CH2:29][CH3:30])[C:23]([N:25]([CH3:27])[CH3:26])=[O:24].O. Product: [C:9]([C:8]1[CH:11]=[CH:12][C:5]([N:4]([CH2:3][C:2]([F:17])([F:18])[F:1])[C@H:22]([C:23]([N:25]([CH3:27])[CH3:26])=[O:24])[CH2:28][CH2:29][CH3:30])=[CH:6][C:7]=1[C:13]([F:16])([F:14])[F:15])#[N:10]. The catalyst class is: 3. (7) Reactant: [C:1]([O:5][C:6]([N:8]1[CH2:13][CH:12]2[CH:10]([O:11]2)[CH2:9]1)=[O:7])([CH3:4])([CH3:3])[CH3:2].[Cl-].[NH4+].[N-:16]=[N+]=[N-].[Na+]. Product: [C:1]([O:5][C:6]([N:8]1[CH2:13][CH:12]([OH:11])[CH:10]([NH2:16])[CH2:9]1)=[O:7])([CH3:4])([CH3:3])[CH3:2]. The catalyst class is: 24. (8) Reactant: [N:1]1[CH:6]=[CH:5][CH:4]=[CH:3][C:2]=1[CH2:7][C:8]12[CH2:28][CH2:27][C:22]3([O:26][CH2:25][CH2:24][O:23]3)[CH2:21][CH:9]1[CH2:10][CH2:11][CH2:12][C:13]1[CH:18]=[C:17]([CH:19]=[O:20])[N:16]=[CH:15][C:14]=12.[F:29][C:30]1[CH:35]=[CH:34][C:33]([Mg]Br)=[CH:32][CH:31]=1.[NH4+].[Cl-].CC(OI1(OC(C)=O)(OC(C)=O)OC(=O)C2C=CC=CC1=2)=O.C([O-])(O)=O.[Na+].[O-]S([O-])(=S)=O.[Na+].[Na+]. Product: [F:29][C:30]1[CH:35]=[CH:34][C:33]([C:19]([C:17]2[N:16]=[CH:15][C:14]3[C@:8]4([CH2:7][C:2]5[CH:3]=[CH:4][CH:5]=[CH:6][N:1]=5)[CH2:28][CH2:27][C:22]5([O:26][CH2:25][CH2:24][O:23]5)[CH2:21][C@H:9]4[CH2:10][CH2:11][CH2:12][C:13]=3[CH:18]=2)=[O:20])=[CH:32][CH:31]=1. The catalyst class is: 1.